Dataset: Full USPTO retrosynthesis dataset with 1.9M reactions from patents (1976-2016). Task: Predict the reactants needed to synthesize the given product. (1) Given the product [OH:38][CH2:37][C:34]1([CH2:33][C:32]2[N:39]=[C:27]([CH:13]3[CH2:14][CH:15]([C:17]4[CH:22]=[CH:21][C:20]([C:23]([F:26])([F:24])[F:25])=[CH:19][CH:18]=4)[CH2:16][N:11]([C:9]([N:6]4[CH2:5][CH2:4][CH:3]([C:1]#[N:2])[CH2:8][CH2:7]4)=[O:10])[CH2:12]3)[O:28][N:31]=2)[CH2:36][CH2:35]1, predict the reactants needed to synthesize it. The reactants are: [C:1]([CH:3]1[CH2:8][CH2:7][N:6]([C:9]([N:11]2[CH2:16][CH:15]([C:17]3[CH:22]=[CH:21][C:20]([C:23]([F:26])([F:25])[F:24])=[CH:19][CH:18]=3)[CH2:14][CH:13]([C:27](O)=[O:28])[CH2:12]2)=[O:10])[CH2:5][CH2:4]1)#[N:2].O[N:31]=[C:32]([NH2:39])[CH2:33][C:34]1([CH2:37][OH:38])[CH2:36][CH2:35]1. (2) Given the product [F:1][C:2]1[CH:3]=[C:4]([CH:41]=[C:42]([F:44])[CH:43]=1)[CH2:5][C:6]1[CH:7]=[C:8]2[C:12](=[CH:13][CH:14]=1)[N:11]([C:15]([C:28]1[CH:29]=[CH:30][CH:31]=[CH:32][CH:33]=1)([C:16]1[CH:21]=[CH:20][CH:19]=[CH:18][CH:17]=1)[C:22]1[CH:23]=[CH:24][CH:25]=[CH:26][CH:27]=1)[N:10]=[C:9]2[NH2:34], predict the reactants needed to synthesize it. The reactants are: [F:1][C:2]1[CH:3]=[C:4]([CH:41]=[C:42]([F:44])[CH:43]=1)[CH2:5][C:6]1[CH:7]=[C:8]2[C:12](=[CH:13][CH:14]=1)[N:11]([C:15]([C:28]1[CH:33]=[CH:32][CH:31]=[CH:30][CH:29]=1)([C:22]1[CH:27]=[CH:26][CH:25]=[CH:24][CH:23]=1)[C:16]1[CH:21]=[CH:20][CH:19]=[CH:18][CH:17]=1)[N:10]=[C:9]2[NH:34]C(=O)C(F)(F)F.C(N(CC)CC)C. (3) Given the product [Br:1][C:2]1[CH:3]=[CH:4][C:5]([C:11]([F:14])([F:13])[F:12])=[C:6]([CH:10]=1)[C:7]([NH:29][C:31]1[C:17]([CH3:32])=[C:18]([CH:23]=[CH:24][C:25]=1[CH3:16])[C:19]([O:21][CH3:22])=[O:20])=[O:9], predict the reactants needed to synthesize it. The reactants are: [Br:1][C:2]1[CH:3]=[CH:4][C:5]([C:11]([F:14])([F:13])[F:12])=[C:6]([CH:10]=1)[C:7]([OH:9])=O.N[C:16]1(C)[CH:25]=[C:24](C)[CH:23]=[C:18]([C:19]([O:21][CH3:22])=[O:20])[CH2:17]1.C[N:29]([CH3:31])C.[CH3:32]CCP1(OP(CCC)(=O)OP(CCC)(=O)O1)=O. (4) Given the product [CH:20]1([C:23]2[CH:24]=[C:25]([NH:35][C:2]3[N:7]=[C:6]([NH:8][CH:9]4[CH2:14][C:13]([CH3:16])([CH3:15])[NH:12][C:11]([CH3:18])([CH3:17])[CH2:10]4)[C:5]([F:19])=[CH:4][N:3]=3)[CH:26]=[C:27]([C:29]3[N:33]([CH3:34])[N:32]=[N:31][N:30]=3)[CH:28]=2)[CH2:22][CH2:21]1, predict the reactants needed to synthesize it. The reactants are: Cl[C:2]1[N:7]=[C:6]([NH:8][CH:9]2[CH2:14][C:13]([CH3:16])([CH3:15])[NH:12][C:11]([CH3:18])([CH3:17])[CH2:10]2)[C:5]([F:19])=[CH:4][N:3]=1.[CH:20]1([C:23]2[CH:24]=[C:25]([NH2:35])[CH:26]=[C:27]([C:29]3[N:33]([CH3:34])[N:32]=[N:31][N:30]=3)[CH:28]=2)[CH2:22][CH2:21]1.O.C1(C)C=CC(S(O)(=O)=O)=CC=1. (5) Given the product [C:1]([N:5]1[C:17]2[C:16]3[N:15]=[C:14]([S:18][CH3:19])[N:13]=[CH:12][C:11]=3[CH:10]=[CH:9][C:8]=2[C:7]([C:20]([NH:30][O:29][CH:24]2[CH2:25][CH2:26][CH2:27][CH2:28][O:23]2)=[O:22])=[N:6]1)([CH3:2])([CH3:3])[CH3:4], predict the reactants needed to synthesize it. The reactants are: [C:1]([N:5]1[C:17]2[C:16]3[N:15]=[C:14]([S:18][CH3:19])[N:13]=[CH:12][C:11]=3[CH:10]=[CH:9][C:8]=2[C:7]([C:20]([OH:22])=O)=[N:6]1)([CH3:4])([CH3:3])[CH3:2].[O:23]1[CH2:28][CH2:27][CH2:26][CH2:25][CH:24]1[O:29][NH2:30].CN(C(ON1N=NC2C=CC=CC1=2)=[N+](C)C)C.[B-](F)(F)(F)F.CCN(C(C)C)C(C)C.C([O-])(O)=O.[Na+]. (6) The reactants are: [Br:1][C:2]1[CH:3]=[C:4]2[C:9](=[CH:10][CH:11]=1)[N:8]=[C:7](Cl)[CH:6]=[CH:5]2.C(N(CC)CC)C.[CH3:20][C@H:21]1[O:26][CH2:25][C@@H:24]([CH3:27])[NH:23][CH2:22]1. Given the product [Br:1][C:2]1[CH:3]=[C:4]2[C:9](=[CH:10][CH:11]=1)[N:8]=[C:7]([N:23]1[C@H:24]([CH3:27])[CH2:25][O:26][C@H:21]([CH3:20])[CH2:22]1)[CH:6]=[CH:5]2, predict the reactants needed to synthesize it.